This data is from TCR-epitope binding with 47,182 pairs between 192 epitopes and 23,139 TCRs. The task is: Binary Classification. Given a T-cell receptor sequence (or CDR3 region) and an epitope sequence, predict whether binding occurs between them. (1) The epitope is KTSVDCTMYI. The TCR CDR3 sequence is CASSLSQGRTEAFF. Result: 1 (the TCR binds to the epitope). (2) The epitope is IQYIDIGNY. The TCR CDR3 sequence is CASSLASLRGEQYF. Result: 1 (the TCR binds to the epitope). (3) The TCR CDR3 sequence is CASSQDGAGGLGEQFF. Result: 1 (the TCR binds to the epitope). The epitope is GLCTLVAML. (4) The epitope is NQKLIANQF. The TCR CDR3 sequence is CASSRTIEGGAGELFF. Result: 1 (the TCR binds to the epitope). (5) The epitope is RISNCVADY. The TCR CDR3 sequence is CASSPTSGAKYNEQFF. Result: 0 (the TCR does not bind to the epitope).